This data is from Catalyst prediction with 721,799 reactions and 888 catalyst types from USPTO. The task is: Predict which catalyst facilitates the given reaction. Product: [CH2:13]([CH:15]([CH2:19][CH3:20])[C:16]([C:9]1[O:10][C:6]2[CH:5]=[CH:4][C:3]([O:2][CH3:1])=[CH:12][C:7]=2[C:8]=1[CH3:11])=[O:17])[CH3:14]. Reactant: [CH3:1][O:2][C:3]1[CH:4]=[CH:5][C:6]2[O:10][CH:9]=[C:8]([CH3:11])[C:7]=2[CH:12]=1.[CH2:13]([CH:15]([CH2:19][CH3:20])[C:16](Cl)=[O:17])[CH3:14].[N+](C)([O-])=O.[Cl-].[Al+3].[Cl-].[Cl-]. The catalyst class is: 6.